The task is: Predict the product of the given reaction.. This data is from Forward reaction prediction with 1.9M reactions from USPTO patents (1976-2016). (1) Given the reactants [Cl:1][C:2]1[CH:3]=[C:4]([CH:8]=[CH:9][C:10]=1[C:11](=[O:26])[NH:12][C:13]1[CH:18]=[CH:17][C:16]([Cl:19])=[C:15]([C:20]2[CH:25]=[CH:24][CH:23]=[CH:22][N:21]=2)[CH:14]=1)[C:5](O)=[O:6].[CH2:27]([NH2:29])[CH3:28], predict the reaction product. The product is: [Cl:1][C:2]1[CH:3]=[C:4]([C:5]([NH:29][CH2:27][CH3:28])=[O:6])[CH:8]=[CH:9][C:10]=1[C:11]([NH:12][C:13]1[CH:18]=[CH:17][C:16]([Cl:19])=[C:15]([C:20]2[CH:25]=[CH:24][CH:23]=[CH:22][N:21]=2)[CH:14]=1)=[O:26]. (2) Given the reactants FC(F)(F)C(O)=O.[NH2:8][CH2:9][CH2:10][C:11]1[S:15]/[C:14](=[N:16]\[S:17]([C:20]2[CH:29]=[CH:28][CH:27]=[CH:26][C:21]=2[C:22]([O:24][CH3:25])=[O:23])(=[O:19])=[O:18])/[N:13]([CH2:30][C:31]2[C:40]3[C:35](=[CH:36][CH:37]=[CH:38][CH:39]=3)[CH:34]=[CH:33][CH:32]=2)[CH:12]=1.[O:41]1[CH2:46][CH2:45][CH:44]([C:47](O)=[O:48])[CH2:43][CH2:42]1.C(OC(NCCC1S/C(=N\S(C2C=CC=CC=2C(OC)=O)(=O)=O)/N(CC2C3C(=CC=CC=3)C=CC=2)C=1)=O)(C)(C)C, predict the reaction product. The product is: [C:31]1([CH2:30][N:13]2[CH:12]=[C:11]([CH2:10][CH2:9][NH:8][C:47]([CH:44]3[CH2:45][CH2:46][O:41][CH2:42][CH2:43]3)=[O:48])[S:15]/[C:14]/2=[N:16]\[S:17]([C:20]2[CH:29]=[CH:28][CH:27]=[CH:26][C:21]=2[C:22]([O:24][CH3:25])=[O:23])(=[O:18])=[O:19])[C:40]2[C:35](=[CH:36][CH:37]=[CH:38][CH:39]=2)[CH:34]=[CH:33][CH:32]=1. (3) The product is: [F:15][C:2]([F:1])([F:14])[C:3]1[CH:12]=[C:11]2[C:6]([CH:7]=[CH:8][N:9]=[CH:10]2)=[C:5]([NH:13][C:24]([NH:23][CH2:22][C:21]2[CH:20]=[CH:19][C:18]([C:17]([F:16])([F:29])[F:28])=[CH:27][CH:26]=2)=[O:25])[CH:4]=1. Given the reactants [F:1][C:2]([F:15])([F:14])[C:3]1[CH:4]=[C:5]([NH2:13])[C:6]2[CH:7]=[CH:8][N:9]=[CH:10][C:11]=2[CH:12]=1.[F:16][C:17]([F:29])([F:28])[C:18]1[CH:27]=[CH:26][C:21]([CH2:22][N:23]=[C:24]=[O:25])=[CH:20][CH:19]=1, predict the reaction product. (4) Given the reactants [NH2:1][CH2:2][C:3]1[C:8]([CH2:9][CH3:10])=[N:7][C:6]2[N:11]([CH2:14][CH3:15])[N:12]=[CH:13][C:5]=2[C:4]=1[NH:16][CH:17]1[CH2:22][CH2:21][O:20][CH2:19][CH2:18]1.[CH3:23][O:24][C:25]([C:27]1[CH:28]=[C:29]([CH:33]=[CH:34][CH:35]=1)[C:30](O)=[O:31])=[O:26].C(Cl)CCl, predict the reaction product. The product is: [CH2:14]([N:11]1[C:6]2=[N:7][C:8]([CH2:9][CH3:10])=[C:3]([CH2:2][NH:1][C:30]([C:29]3[CH:28]=[C:27]([CH:35]=[CH:34][CH:33]=3)[C:25]([O:24][CH3:23])=[O:26])=[O:31])[C:4]([NH:16][CH:17]3[CH2:18][CH2:19][O:20][CH2:21][CH2:22]3)=[C:5]2[CH:13]=[N:12]1)[CH3:15]. (5) Given the reactants C([Li])CCC.[O:6]1CCCC1.Cl[C:12]1[N:17]=[C:16]([O:18][CH2:19][C:20]2[CH:25]=[CH:24][C:23]([F:26])=[CH:22][CH:21]=2)[CH:15]=[CH:14][N:13]=1, predict the reaction product. The product is: [F:26][C:23]1[CH:24]=[CH:25][C:20]([CH2:19][O:18][C:16]2[CH:15]=[CH:14][NH:13][C:12](=[O:6])[N:17]=2)=[CH:21][CH:22]=1.